This data is from Catalyst prediction with 721,799 reactions and 888 catalyst types from USPTO. The task is: Predict which catalyst facilitates the given reaction. (1) Reactant: C[O:2][C:3](=O)[CH:4]([NH:6][C:7]([NH:9][C:10]1[CH:15]=[C:14]([CH2:16][C:17]2[C:26]3[CH2:25][CH2:24][CH2:23][CH2:22][C:21]=3[C:20](=[O:27])[NH:19][N:18]=2)[CH:13]=[CH:12][C:11]=1[F:28])=[O:8])[CH3:5].[OH-].[Na+].Cl. Product: [F:28][C:11]1[CH:12]=[CH:13][C:14]([CH2:16][C:17]2[C:26]3[CH2:25][CH2:24][CH2:23][CH2:22][C:21]=3[C:20](=[O:27])[NH:19][N:18]=2)=[CH:15][C:10]=1[N:9]1[C:3](=[O:2])[CH:4]([CH3:5])[NH:6][C:7]1=[O:8]. The catalyst class is: 44. (2) Reactant: [Cl:1][C:2]1[C:34]([C:35]([C:38]#[N:39])([CH3:37])[CH3:36])=[CH:33][CH:32]=[CH:31][C:3]=1[C:4]([NH:6][C:7]1[CH:12]=[CH:11][CH:10]=[C:9]([O:13][C:14]2[CH:28]=[CH:27][C:17]3[N:18]=[C:19]([NH:21][C:22]([CH:24]4CC4)=[O:23])[S:20][C:16]=3[C:15]=2[C:29]#[N:30])[CH:8]=1)=[O:5].N1C=CC=CC=1.C(Cl)(=O)C. Product: [C:22]([NH:21][C:19]1[S:20][C:16]2[C:15]([C:29]#[N:30])=[C:14]([O:13][C:9]3[CH:8]=[C:7]([NH:6][C:4](=[O:5])[C:3]4[CH:31]=[CH:32][CH:33]=[C:34]([C:35]([C:38]#[N:39])([CH3:37])[CH3:36])[C:2]=4[Cl:1])[CH:12]=[CH:11][CH:10]=3)[CH:28]=[CH:27][C:17]=2[N:18]=1)(=[O:23])[CH3:24]. The catalyst class is: 7.